Task: Binary Classification. Given a miRNA mature sequence and a target amino acid sequence, predict their likelihood of interaction.. Dataset: Experimentally validated miRNA-target interactions with 360,000+ pairs, plus equal number of negative samples The miRNA is hsa-miR-133a-3p with sequence UUUGGUCCCCUUCAACCAGCUG. The protein sequence of the target gene is MSSEFLAELHWEDGFAIPVANEENKLLEDQLSKLKDERASLQDELREYEERINSMTSHFKNVKQELSITQSLCKARERETESEEHFKAIAQRELGRVKDEIQRLENEMASILEKKSDKENGIFKATQKLDGLKCQMNWDQQALEAWLEESAHKDSDALTLQKYAQQDDNKIRALTLQLERLTLECNQKRKILDNELTETISAQLELDKAAQDFRKIHNERQELIKQWENTIEQMQKRDGDIDNCALELARIKQETREKENLVKEKIKFLESEIGNNTEFEKRISVADRKLLKCRTAYQDH.... Result: 1 (interaction).